This data is from Reaction yield outcomes from USPTO patents with 853,638 reactions. The task is: Predict the reaction yield, written as a fraction of the theoretical maximum amount of product (1.0 means a 100% yield; for example, 0.34 means a 34% yield). (1) The reactants are [NH2:1][C:2]1[CH:7]=[CH:6][CH:5]=[CH:4][C:3]=1[C:8]#[C:9][C:10]1[C:11]([O:20][CH3:21])=[CH:12][C:13]([O:18][CH3:19])=[C:14]([CH2:16][OH:17])[CH:15]=1. The catalyst is C(#N)C.Cl[Pd]Cl. The product is [NH:1]1[C:2]2[C:3](=[CH:4][CH:5]=[CH:6][CH:7]=2)[CH:8]=[C:9]1[C:10]1[C:11]([O:20][CH3:21])=[CH:12][C:13]([O:18][CH3:19])=[C:14]([CH2:16][OH:17])[CH:15]=1. The yield is 0.678. (2) The product is [CH2:11]([NH:10][C:8](=[N:9][S:23]([C:26]1[CH:27]=[CH:28][C:29]([C:30]([OH:32])=[O:31])=[CH:33][CH:34]=1)(=[O:25])=[O:24])[N:6]1[CH2:7][CH:3]([CH2:1][CH3:2])[CH:4]=[N:5]1)[CH3:12]. The catalyst is C(Cl)Cl. The reactants are [CH2:1]([CH:3]1[CH2:7][N:6]([C:8]([NH:10][CH2:11][CH3:12])=[NH:9])[N:5]=[CH:4]1)[CH3:2].CCN(C(C)C)C(C)C.Cl[S:23]([C:26]1[CH:34]=[CH:33][C:29]([C:30]([OH:32])=[O:31])=[CH:28][CH:27]=1)(=[O:25])=[O:24]. The yield is 0.0400. (3) The reactants are [F:1][C:2]([F:18])([F:17])[C:3]([C:5]1[C:13]2[C:8](=[CH:9][CH:10]=[CH:11][CH:12]=2)[N:7]([CH2:14][C:15]#[CH:16])[CH:6]=1)=[O:4].[CH:19]1[C:24]([I:25])=[CH:23][CH:22]=[C:21](I)[CH:20]=1. The catalyst is CN(C=O)C.[Cu]I. The product is [F:18][C:2]([F:1])([F:17])[C:3]([C:5]1[C:13]2[C:8](=[CH:9][CH:10]=[CH:11][CH:12]=2)[N:7]([CH2:14][C:15]#[C:16][C:21]2[CH:20]=[CH:19][C:24]([I:25])=[CH:23][CH:22]=2)[CH:6]=1)=[O:4]. The yield is 0.510. (4) The reactants are [Br:1][C:2]1[CH:7]=[CH:6][CH:5]=[C:4]([NH:8][NH2:9])[N:3]=1.[CH:10]1[CH:15]=[C:14]([CH:16]([CH:19]=O)[CH:17]=O)[N:13]=[CH:12][CH:11]=1.CCCCCC. The catalyst is C(O)C. The product is [Br:1][C:2]1[CH:7]=[CH:6][CH:5]=[C:4]([N:8]2[CH:19]=[C:16]([C:14]3[CH:15]=[CH:10][CH:11]=[CH:12][N:13]=3)[CH:17]=[N:9]2)[N:3]=1. The yield is 0.690. (5) The reactants are [F:1][C:2]1[CH:3]=[C:4]([NH:22][C:23]([C:25]2[C:26](=[O:38])[N:27]([C:32]3[CH:37]=[CH:36][CH:35]=[CH:34][CH:33]=3)[N:28]([CH3:31])[C:29]=2[CH3:30])=[O:24])[CH:5]=[CH:6][C:7]=1[O:8][C:9]1[C:18]2[C:13](=[CH:14][C:15]([OH:21])=[C:16]([O:19][CH3:20])[CH:17]=2)[N:12]=[CH:11][CH:10]=1.CS(O[CH2:44][CH2:45][CH2:46][N:47]1[CH2:53][CH:52]([OH:54])[C:49]2([CH2:51][CH2:50]2)[CH2:48]1)(=O)=O.C([O-])([O-])=O.[Cs+].[Cs+]. The catalyst is CC(N(C)C)=O. The product is [OH:54][CH:52]1[C:49]2([CH2:51][CH2:50]2)[CH2:48][N:47]([CH2:46][CH2:45][CH2:44][O:21][C:15]2[CH:14]=[C:13]3[C:18]([C:9]([O:8][C:7]4[CH:6]=[CH:5][C:4]([NH:22][C:23]([C:25]5[C:26](=[O:38])[N:27]([C:32]6[CH:37]=[CH:36][CH:35]=[CH:34][CH:33]=6)[N:28]([CH3:31])[C:29]=5[CH3:30])=[O:24])=[CH:3][C:2]=4[F:1])=[CH:10][CH:11]=[N:12]3)=[CH:17][C:16]=2[O:19][CH3:20])[CH2:53]1. The yield is 0.660. (6) The reactants are [CH2:1]([C@H:5]1[CH2:10][CH2:9][C@H:8]([C@H:11]2[CH2:16][CH2:15][C@H:14]([CH2:17]O)[CH2:13][CH2:12]2)[CH2:7][CH2:6]1)[CH2:2][CH2:3][CH3:4].N1C=CC=CC=1.S(Cl)([Cl:27])=O. The catalyst is C1(C)C=CC=CC=1. The product is [CH2:1]([C@H:5]1[CH2:10][CH2:9][C@H:8]([C@H:11]2[CH2:16][CH2:15][C@H:14]([CH2:17][Cl:27])[CH2:13][CH2:12]2)[CH2:7][CH2:6]1)[CH2:2][CH2:3][CH3:4]. The yield is 0.780.